The task is: Predict the product of the given reaction.. This data is from Forward reaction prediction with 1.9M reactions from USPTO patents (1976-2016). Given the reactants [CH3:1][C:2]1[N:3]=[CH:4][C:5]2[C:10]([CH:11]=1)=[CH:9][C:8]([C:12](OC)=[O:13])=[CH:7][CH:6]=2, predict the reaction product. The product is: [CH3:1][C:2]1[N:3]=[CH:4][C:5]2[C:10]([CH:11]=1)=[CH:9][C:8]([CH2:12][OH:13])=[CH:7][CH:6]=2.